Dataset: Catalyst prediction with 721,799 reactions and 888 catalyst types from USPTO. Task: Predict which catalyst facilitates the given reaction. (1) Reactant: [C:1]([CH:3]1[CH2:6][N:5]([C:7](=[O:40])[C@H:8]([NH:10][C:11]([C:13]2[C:21]3[C:16](=[N:17][CH:18]=[C:19]([C:22]4[C:30]5[C:25](=[CH:26][C:27]([Cl:31])=[CH:28][CH:29]=5)[NH:24][N:23]=4)[N:20]=3)[N:15]([CH2:32][O:33][CH2:34][CH2:35][Si:36]([CH3:39])([CH3:38])[CH3:37])[CH:14]=2)=[O:12])[CH3:9])[CH2:4]1)#[N:2].[H-].[Na+].Br.[CH3:44][N:45]([CH2:47][CH2:48]Br)[CH3:46]. Product: [C:1]([CH:3]1[CH2:6][N:5]([C:7](=[O:40])[C@H:8]([NH:10][C:11]([C:13]2[C:21]3[C:16](=[N:17][CH:18]=[C:19]([C:22]4[C:30]5[C:25](=[CH:26][C:27]([Cl:31])=[CH:28][CH:29]=5)[N:24]([CH2:48][CH2:47][N:45]([CH3:46])[CH3:44])[N:23]=4)[N:20]=3)[N:15]([CH2:32][O:33][CH2:34][CH2:35][Si:36]([CH3:39])([CH3:38])[CH3:37])[CH:14]=2)=[O:12])[CH3:9])[CH2:4]1)#[N:2]. The catalyst class is: 3. (2) Reactant: Cl[C:2]1[C:11]2[C:6](=[CH:7][C:8]([F:13])=[CH:9][C:10]=2[F:12])[N:5]=[C:4]([C:14]2[CH:19]=[CH:18][CH:17]=[CH:16][C:15]=2[S:20]([CH3:23])(=[O:22])=[O:21])[C:3]=1[CH3:24].[O:25]1[CH2:30][CH2:29][N:28]([C:31]2[CH:37]=[CH:36][C:35]([N:38]3[CH2:43][CH2:42][O:41][CH2:40][CH2:39]3)=[CH:34][C:32]=2[NH2:33])[CH2:27][CH2:26]1. Product: [N:28]1([C:31]2[CH:37]=[CH:36][C:35]([N:38]3[CH2:39][CH2:40][O:41][CH2:42][CH2:43]3)=[CH:34][C:32]=2[NH:33][C:2]2[C:11]3[C:6](=[CH:7][C:8]([F:13])=[CH:9][C:10]=3[F:12])[N:5]=[C:4]([C:14]3[CH:19]=[CH:18][CH:17]=[CH:16][C:15]=3[S:20]([CH3:23])(=[O:22])=[O:21])[C:3]=2[CH3:24])[CH2:29][CH2:30][O:25][CH2:26][CH2:27]1. The catalyst class is: 11. (3) Reactant: [Cl:1][C:2]1[CH:7]=[CH:6][C:5]([S:8][CH2:9][CH2:10][CH2:11][NH:12][C:13](=[O:19])[O:14][C:15]([CH3:18])([CH3:17])[CH3:16])=[CH:4][CH:3]=1.ClC1C=C(C=CC=1)C(OO)=[O:25]. Product: [Cl:1][C:2]1[CH:3]=[CH:4][C:5]([S:8]([CH2:9][CH2:10][CH2:11][NH:12][C:13](=[O:19])[O:14][C:15]([CH3:16])([CH3:18])[CH3:17])=[O:25])=[CH:6][CH:7]=1. The catalyst class is: 317. (4) Reactant: F[C:2]1[CH:27]=[CH:26][C:5]([C:6]([NH:8][C:9]2[S:13][C:12]([NH:14][C:15]3[CH:20]=[CH:19][C:18]([O:21][CH3:22])=[CH:17][CH:16]=3)=[N:11][C:10]=2[C:23]([NH2:25])=[O:24])=[O:7])=[CH:4][C:3]=1[N+:28]([O-:30])=[O:29].[CH2:31]([OH:34])[CH2:32][OH:33].C([O-])([O-])=O.[K+].[K+]. Product: [OH:33][CH2:32][CH2:31][O:34][C:2]1[CH:27]=[CH:26][C:5]([C:6]([NH:8][C:9]2[S:13][C:12]([NH:14][C:15]3[CH:20]=[CH:19][C:18]([O:21][CH3:22])=[CH:17][CH:16]=3)=[N:11][C:10]=2[C:23]([NH2:25])=[O:24])=[O:7])=[CH:4][C:3]=1[N+:28]([O-:30])=[O:29]. The catalyst class is: 179. (5) Reactant: [NH2:1][C:2]1[C:7]([C:8]([C:10]2[C:15]([O:16][CH3:17])=[CH:14][CH:13]=[C:12]([F:18])[C:11]=2[F:19])=[O:9])=[CH:6][N:5]=[C:4](S(CC)=O)[N:3]=1.[NH2:24][CH:25]1[CH2:30][CH2:29][N:28]([C:31]([O:33][C:34]([CH3:37])([CH3:36])[CH3:35])=[O:32])[CH2:27][CH2:26]1. Product: [C:34]([O:33][C:31]([N:28]1[CH2:29][CH2:30][CH:25]([NH:24][C:4]2[N:3]=[C:2]([NH2:1])[C:7]([C:8](=[O:9])[C:10]3[C:15]([O:16][CH3:17])=[CH:14][CH:13]=[C:12]([F:18])[C:11]=3[F:19])=[CH:6][N:5]=2)[CH2:26][CH2:27]1)=[O:32])([CH3:37])([CH3:35])[CH3:36]. The catalyst class is: 264. (6) Reactant: [Br:1][C:2]1[CH:3]=[CH:4][C:5]([O:26]C)=[C:6]([C:8]2[CH2:12][CH2:11][CH2:10][C:9]=2[C:13]2[CH:14]=[C:15]([C:19]([NH:21][C:22]([CH3:25])([CH3:24])[CH3:23])=[O:20])[N:16]=[N:17][CH:18]=2)[CH:7]=1.B(Br)(Br)Br. Product: [Br:1][C:2]1[CH:3]=[CH:4][C:5]([OH:26])=[C:6]([C:8]2[CH2:12][CH2:11][CH2:10][C:9]=2[C:13]2[CH:14]=[C:15]([C:19]([NH:21][C:22]([CH3:24])([CH3:23])[CH3:25])=[O:20])[N:16]=[N:17][CH:18]=2)[CH:7]=1. The catalyst class is: 4.